From a dataset of Reaction yield outcomes from USPTO patents with 853,638 reactions. Predict the reaction yield, written as a fraction of the theoretical maximum amount of product (1.0 means a 100% yield; for example, 0.34 means a 34% yield). (1) The reactants are [C:1]([C:3]1[C:4]([CH:19]([C:23]2[CH:28]=[CH:27][C:26]([Cl:29])=[C:25]([Cl:30])[CH:24]=2)[CH2:20][CH:21]=O)=[C:5]([C:14]([O:16][CH2:17][CH3:18])=[O:15])[S:6][C:7]=1[N:8]1[CH2:13][CH2:12][O:11][CH2:10][CH2:9]1)#[N:2].Cl.[CH3:32][NH:33][CH3:34].C([O-])(=O)C.[Na+].C([BH3-])#N.[Na+].C([O-])(O)=O.[Na+]. The catalyst is CO.CCOC(C)=O. The product is [C:1]([C:3]1[C:4]([CH:19]([C:23]2[CH:28]=[CH:27][C:26]([Cl:29])=[C:25]([Cl:30])[CH:24]=2)[CH2:20][CH2:21][N:33]([CH3:34])[CH3:32])=[C:5]([C:14]([O:16][CH2:17][CH3:18])=[O:15])[S:6][C:7]=1[N:8]1[CH2:9][CH2:10][O:11][CH2:12][CH2:13]1)#[N:2]. The yield is 0.718. (2) The reactants are C([O:8][N:9]1[C:15](=[O:16])[N:14]2[CH2:17][C@H:10]1[CH2:11][CH2:12][C@H:13]2[C:18]1[O:22][C:21]([C:23]([NH2:25])=[O:24])=[N:20][N:19]=1)C1C=CC=CC=1. The catalyst is C1COCC1.[Pd]. The product is [OH:8][N:9]1[C:15](=[O:16])[N:14]2[CH2:17][C@H:10]1[CH2:11][CH2:12][C@H:13]2[C:18]1[O:22][C:21]([C:23]([NH2:25])=[O:24])=[N:20][N:19]=1. The yield is 1.00. (3) The reactants are CC1C=CC(S(O)(=O)=O)=CC=1.O.C(OC([NH:20][CH2:21][CH:22]([N:31]([CH3:41])[C:32]([O:34][CH2:35][CH2:36][Si:37]([CH3:40])([CH3:39])[CH3:38])=[O:33])[CH2:23][C:24]1([OH:30])[CH2:29][CH2:28][CH2:27][CH2:26][CH2:25]1)=O)(C)(C)C. The catalyst is C(O)C.CCOCC. The product is [NH2:20][CH2:21][CH:22]([N:31]([CH3:41])[C:32]([O:34][CH2:35][CH2:36][Si:37]([CH3:38])([CH3:40])[CH3:39])=[O:33])[CH2:23][C:24]1([OH:30])[CH2:29][CH2:28][CH2:27][CH2:26][CH2:25]1. The yield is 0.890.